From a dataset of Forward reaction prediction with 1.9M reactions from USPTO patents (1976-2016). Predict the product of the given reaction. (1) The product is: [Cl:1][C:2]1[CH:32]=[CH:31][C:5]([CH2:6][N:7]2[C:11]3[CH:12]=[C:13]([N:17]4[CH2:22][CH2:21][N:20]([C:33](=[O:35])[CH3:34])[CH2:19][CH2:18]4)[C:14]([F:16])=[CH:15][C:10]=3[N:9]=[C:8]2[CH2:23][O:24][C:25]2[CH:30]=[CH:29][CH:28]=[CH:27][CH:26]=2)=[CH:4][CH:3]=1. Given the reactants [Cl:1][C:2]1[CH:32]=[CH:31][C:5]([CH2:6][N:7]2[C:11]3[CH:12]=[C:13]([N:17]4[CH2:22][CH2:21][NH:20][CH2:19][CH2:18]4)[C:14]([F:16])=[CH:15][C:10]=3[N:9]=[C:8]2[CH2:23][O:24][C:25]2[CH:30]=[CH:29][CH:28]=[CH:27][CH:26]=2)=[CH:4][CH:3]=1.[C:33](Cl)(=[O:35])[CH3:34], predict the reaction product. (2) Given the reactants [C:1]([C:4]1[C:9]([C:10]2[CH:15]=[CH:14][CH:13]=[CH:12][CH:11]=2)=[N:8][N:7]([CH2:16][C:17]2[CH:22]=[CH:21][CH:20]=[CH:19][N:18]=2)[C:6](=[O:23])[CH:5]=1)(=[O:3])[CH3:2].[BH4-].[Na+].[OH-].[Na+].[N+](C1C=C(S([O-])(=O)=O)C=CC=1)([O-])=O.[Na+].Cl, predict the reaction product. The product is: [OH:3][CH:1]([C:4]1[C:9]([C:10]2[CH:15]=[CH:14][CH:13]=[CH:12][CH:11]=2)=[N:8][N:7]([CH2:16][C:17]2[CH:22]=[CH:21][CH:20]=[CH:19][N:18]=2)[C:6](=[O:23])[CH:5]=1)[CH3:2].